From a dataset of Full USPTO retrosynthesis dataset with 1.9M reactions from patents (1976-2016). Predict the reactants needed to synthesize the given product. (1) Given the product [Cl:40][C:22]1[CH:21]=[C:20]([N:14]2[CH2:13][CH2:12][C:11]3[C:16](=[CH:17][CH:18]=[C:9]([F:8])[CH:10]=3)[CH2:15]2)[CH:25]=[C:24]([C:26]([F:29])([F:28])[F:27])[C:23]=1[NH:30][C:31](=[O:39])[CH2:32][CH2:33][CH:34]1[CH2:38][CH2:37][CH2:36][CH2:35]1, predict the reactants needed to synthesize it. The reactants are: CC(C)([O-])C.[K+].Cl.[F:8][C:9]1[CH:10]=[C:11]2[C:16](=[CH:17][CH:18]=1)[CH2:15][NH:14][CH2:13][CH2:12]2.Br[C:20]1[CH:25]=[C:24]([C:26]([F:29])([F:28])[F:27])[C:23]([NH:30][C:31](=[O:39])[CH2:32][CH2:33][CH:34]2[CH2:38][CH2:37][CH2:36][CH2:35]2)=[C:22]([Cl:40])[CH:21]=1. (2) Given the product [Br:1][C:2]1[CH:7]=[CH:6][C:5]([O:18][CH2:15][CH2:16][CH3:17])=[CH:4][C:3]=1[C:9]([F:12])([F:11])[F:10], predict the reactants needed to synthesize it. The reactants are: [Br:1][C:2]1[CH:7]=[CH:6][C:5](F)=[CH:4][C:3]=1[C:9]([F:12])([F:11])[F:10].[H-].[Na+].[CH2:15]([OH:18])[CH2:16][CH3:17]. (3) Given the product [CH3:38][O:39][C:40](=[O:43])[CH2:41][NH:42][C:20]([C:18]1[S:19][C:15]([C:12]2[CH2:11][C:10]([C:4]3[CH:3]=[C:2]([Cl:1])[C:7]([F:8])=[C:6]([Cl:9])[CH:5]=3)([C:26]([F:28])([F:27])[F:29])[O:14][N:13]=2)=[C:16]2[CH2:25][CH2:24][CH2:23][C:17]=12)=[O:21], predict the reactants needed to synthesize it. The reactants are: [Cl:1][C:2]1[CH:3]=[C:4]([C:10]2([C:26]([F:29])([F:28])[F:27])[O:14][N:13]=[C:12]([C:15]3[S:19][C:18]([C:20](O)=[O:21])=[C:17]4[CH2:23][CH2:24][CH2:25][C:16]=34)[CH2:11]2)[CH:5]=[C:6]([Cl:9])[C:7]=1[F:8].C(N(CC)CC)C.Cl.[CH3:38][O:39][C:40](=[O:43])[CH2:41][NH2:42].CN(C(ON1N=NC2C=CC=NC1=2)=[N+](C)C)C.F[P-](F)(F)(F)(F)F. (4) Given the product [Li+:1].[CH3:13][CH:12]([N-:15][CH:16]([CH3:18])[CH3:17])[CH3:14].[CH2:38]([O:40][C:41](=[O:42])[CH2:30][C:24]1[N:23]=[C:22]2[C:27]([CH2:28][CH2:29][CH:20]([CH3:19])[N:21]2[C:31]([O:33][C:34]([CH3:36])([CH3:35])[CH3:37])=[O:32])=[CH:26][CH:25]=1)[CH3:39], predict the reactants needed to synthesize it. The reactants are: [Li:1]CCCC.CCCCCC.[CH:12]([NH:15][CH:16]([CH3:18])[CH3:17])([CH3:14])[CH3:13].[CH3:19][CH:20]1[CH2:29][CH2:28][C:27]2[C:22](=[N:23][C:24]([CH3:30])=[CH:25][CH:26]=2)[N:21]1[C:31]([O:33][C:34]([CH3:37])([CH3:36])[CH3:35])=[O:32].[CH2:38]([O:40][C:41](=O)[O:42]CC)[CH3:39]. (5) Given the product [CH:27]1([C:33]2[CH:40]=[CH:39][C:36](/[CH:37]=[C:2](/[C:15]3[CH:19]=[C:18]([CH3:20])[N:17]([CH:21]4[CH2:26][CH2:25][CH2:24][CH2:23][O:22]4)[N:16]=3)\[F:1])=[CH:35][CH:34]=2)[CH2:28][CH2:29][CH2:30][CH2:31][CH2:32]1, predict the reactants needed to synthesize it. The reactants are: [F:1][CH:2]([C:15]1[CH:19]=[C:18]([CH3:20])[N:17]([CH:21]2[CH2:26][CH2:25][CH2:24][CH2:23][O:22]2)[N:16]=1)S(C1SC2C=CC=CC=2N=1)(=O)=O.[CH:27]1([C:33]2[CH:40]=[CH:39][C:36]([CH:37]=O)=[CH:35][CH:34]=2)[CH2:32][CH2:31][CH2:30][CH2:29][CH2:28]1.